Task: Predict the reaction yield, written as a fraction of the theoretical maximum amount of product (1.0 means a 100% yield; for example, 0.34 means a 34% yield).. Dataset: Reaction yield outcomes from USPTO patents with 853,638 reactions (1) The reactants are [NH2:1][CH:2]1[CH2:7][CH2:6][N:5]([CH2:8][CH2:9][N:10]2[C:15]3[CH:16]=[C:17]([O:20][C:21]([F:24])([F:23])[F:22])[CH:18]=[CH:19][C:14]=3[O:13][CH2:12][C:11]2=[O:25])[CH2:4][CH2:3]1.[O:26]=[C:27]1[CH2:32][O:31][C:30]2[CH:33]=[CH:34][C:35]([CH:37]=O)=[N:36][C:29]=2[NH:28]1.C([BH3-])#N.[Na+]. No catalyst specified. The product is [O:25]=[C:11]1[N:10]([CH2:9][CH2:8][N:5]2[CH2:4][CH2:3][CH:2]([NH:1][CH2:37][C:35]3[CH:34]=[CH:33][C:30]4[O:31][CH2:32][C:27](=[O:26])[NH:28][C:29]=4[N:36]=3)[CH2:7][CH2:6]2)[C:15]2[CH:16]=[C:17]([O:20][C:21]([F:24])([F:23])[F:22])[CH:18]=[CH:19][C:14]=2[O:13][CH2:12]1. The yield is 0.150. (2) The reactants are Cl[C:2]1[CH:7]=[C:6]([NH2:8])[CH:5]=[C:4]([C:9]2[CH:14]=[C:13]([Cl:15])[CH:12]=[CH:11][C:10]=2[O:16][CH3:17])[N:3]=1.[CH3:18][C:19]1[CH:20]=[CH:21][C:22]([NH2:25])=[CH:23][CH:24]=1. The catalyst is Cl. The product is [Cl:15][C:13]1[CH:12]=[CH:11][C:10]([O:16][CH3:17])=[C:9]([C:4]2[N:3]=[C:2]([NH:25][C:22]3[CH:23]=[CH:24][C:19]([CH3:18])=[CH:20][CH:21]=3)[CH:7]=[C:6]([NH2:8])[CH:5]=2)[CH:14]=1. The yield is 0.790. (3) The reactants are [F:1][C:2]1[CH:7]=[CH:6][CH:5]=[C:4]([F:8])[C:3]=1[N:9]1[C:14]2[N:15]=[C:16](S(C)=O)[N:17]=[C:18]([C:19]3[CH:20]=[C:21]([CH:28]=[CH:29][C:30]=3[CH3:31])[C:22]([NH:24][CH2:25][CH2:26][CH3:27])=[O:23])[C:13]=2[CH2:12][NH:11][C:10]1=[O:35].[CH3:36][N:37]([CH3:43])[CH2:38][CH2:39][CH2:40][NH:41][CH3:42]. The catalyst is C(Cl)Cl. The product is [F:1][C:2]1[CH:7]=[CH:6][CH:5]=[C:4]([F:8])[C:3]=1[N:9]1[C:14]2[N:15]=[C:16]([N:41]([CH2:40][CH2:39][CH2:38][N:37]([CH3:43])[CH3:36])[CH3:42])[N:17]=[C:18]([C:19]3[CH:20]=[C:21]([CH:28]=[CH:29][C:30]=3[CH3:31])[C:22]([NH:24][CH2:25][CH2:26][CH3:27])=[O:23])[C:13]=2[CH2:12][NH:11][C:10]1=[O:35]. The yield is 0.720.